Dataset: Peptide-MHC class I binding affinity with 185,985 pairs from IEDB/IMGT. Task: Regression. Given a peptide amino acid sequence and an MHC pseudo amino acid sequence, predict their binding affinity value. This is MHC class I binding data. (1) The peptide sequence is AQMGTLLIA. The MHC is HLA-A68:02 with pseudo-sequence HLA-A68:02. The binding affinity (normalized) is 0.130. (2) The peptide sequence is MLLGELLTF. The MHC is HLA-A02:03 with pseudo-sequence HLA-A02:03. The binding affinity (normalized) is 0.0847. (3) The peptide sequence is TMNVTTHKY. The MHC is HLA-A11:01 with pseudo-sequence HLA-A11:01. The binding affinity (normalized) is 0.440. (4) The peptide sequence is HFDDVANGF. The MHC is HLA-A02:01 with pseudo-sequence HLA-A02:01. The binding affinity (normalized) is 0.0847. (5) The peptide sequence is IEELRRHLL. The MHC is HLA-A02:03 with pseudo-sequence HLA-A02:03. The binding affinity (normalized) is 0.